Dataset: Forward reaction prediction with 1.9M reactions from USPTO patents (1976-2016). Task: Predict the product of the given reaction. (1) The product is: [CH:28]1([N:23]2[C:24]3[C:19](=[CH:18][CH:17]=[C:16]([C:14]4[S:13][C:12]5[CH2:37][CH:9]([OH:8])[CH2:10][C:11]=5[CH:15]=4)[C:25]=3[CH:47]=[O:48])[C:20](=[O:36])[C:21]([C:31]([O:33][CH2:34][CH3:35])=[O:32])=[CH:22]2)[CH2:29][CH2:30]1. Given the reactants [Si]([O:8][CH:9]1[CH2:37][C:12]2[S:13][C:14]([C:16]3[C:25](OC)=[C:24]4[C:19]([C:20](=[O:36])[C:21]([C:31]([O:33][CH2:34][CH3:35])=[O:32])=[CH:22][N:23]4[CH:28]4[CH2:30][CH2:29]4)=[CH:18][CH:17]=3)=[CH:15][C:11]=2[CH2:10]1)(C(C)(C)C)(C)C.F.[NH+]1C=CC=CC=1.C1C[O:48][CH2:47]C1, predict the reaction product. (2) Given the reactants [CH3:1][C:2]1[CH:3]=[C:4]([NH:13][C:14]2[N:19]=[C:18]([C:20]([F:23])([F:22])[F:21])[CH:17]=[CH:16][N:15]=2)[CH:5]=[C:6]([C:8]2[S:12][CH:11]=[N:10][CH:9]=2)[CH:7]=1.[Li+].CC([N-]C(C)C)C.[F:32][C:33]([F:40])([F:39])[C:34]([O:36]CC)=[O:35], predict the reaction product. The product is: [F:32][C:33]([F:40])([F:39])[C:34]([C:11]1[S:12][C:8]([C:6]2[CH:5]=[C:4]([NH:13][C:14]3[N:19]=[C:18]([C:20]([F:21])([F:23])[F:22])[CH:17]=[CH:16][N:15]=3)[CH:3]=[C:2]([CH3:1])[CH:7]=2)=[CH:9][N:10]=1)([OH:36])[OH:35]. (3) Given the reactants [CH3:1][O:2][C:3](=[O:15])[C:4]1[C:5](=[C:10]([OH:14])[CH:11]=[CH:12][CH:13]=1)[C:6]([O:8][CH3:9])=[O:7].[Cl:16][C:17]1[C:18]2[CH:27]=[CH:26][CH:25]=[CH:24][C:19]=2[S:20][C:21]=1[CH2:22]O.C1(P(C2C=CC=CC=2)C2C=CC=CC=2)C=CC=CC=1.N(C(OC(C)C)=O)=NC(OC(C)C)=O, predict the reaction product. The product is: [CH3:1][O:2][C:3](=[O:15])[C:4]1[C:5](=[C:10]([O:14][CH2:22][C:21]2[S:20][C:19]3[CH:24]=[CH:25][CH:26]=[CH:27][C:18]=3[C:17]=2[Cl:16])[CH:11]=[CH:12][CH:13]=1)[C:6]([O:8][CH3:9])=[O:7]. (4) Given the reactants [C:1]([O:5][C:6](=[O:26])[NH:7][CH2:8][CH2:9][CH2:10][CH2:11][S:12]([C:14]1[CH:19]=[C:18]([N+:20]([O-:22])=[O:21])[CH:17]=[C:16]([N+:23]([O-:25])=[O:24])[CH:15]=1)=[O:13])([CH3:4])([CH3:3])[CH3:2].[F:27][C:28]([F:33])([F:32])[C:29]([NH2:31])=[O:30].[O-2].[Mg+2].C(O)(=O)C.C(O)(=O)C.I(C1C=CC=CC=1)=O, predict the reaction product. The product is: [N+:23]([C:16]1[CH:15]=[C:14]([S:12]([CH2:11][CH2:10][CH2:9][CH2:8][NH:7][C:6]([O:5][C:1]([CH3:4])([CH3:2])[CH3:3])=[O:26])(=[N:31][C:29](=[O:30])[C:28]([F:33])([F:32])[F:27])=[O:13])[CH:19]=[C:18]([N+:20]([O-:22])=[O:21])[CH:17]=1)([O-:25])=[O:24]. (5) Given the reactants [CH2:1]([N:3]1[CH:7]=[C:6]([C:8]([OH:10])=O)[C:5](=[O:11])[N:4]1[C:12]1[CH:17]=[CH:16][CH:15]=[CH:14][CH:13]=1)[CH3:2].[NH2:18][C:19]1[CH:40]=[CH:39][C:22]([O:23][C:24]2[CH:25]=[CH:26][C:27]3[N:28]([CH:30]=[C:31]([NH:33][C:34]([CH:36]4[CH2:38][CH2:37]4)=[O:35])[N:32]=3)[CH:29]=2)=[C:21]([F:41])[CH:20]=1.CN(C(ON1N=NC2C=CC=NC1=2)=[N+](C)C)C.F[P-](F)(F)(F)(F)F.C(N(C(C)C)CC)(C)C, predict the reaction product. The product is: [CH:36]1([C:34]([NH:33][C:31]2[N:32]=[C:27]3[CH:26]=[CH:25][C:24]([O:23][C:22]4[CH:39]=[CH:40][C:19]([NH:18][C:8]([C:6]5[C:5](=[O:11])[N:4]([C:12]6[CH:17]=[CH:16][CH:15]=[CH:14][CH:13]=6)[N:3]([CH2:1][CH3:2])[CH:7]=5)=[O:10])=[CH:20][C:21]=4[F:41])=[CH:29][N:28]3[CH:30]=2)=[O:35])[CH2:37][CH2:38]1. (6) Given the reactants [C:1]1([CH2:7][CH2:8][CH2:9][NH2:10])[CH:6]=[CH:5][CH:4]=[CH:3][CH:2]=1.CN1CCOCC1.C1(N=C=NC2CCCCC2)CCCCC1.[CH3:33][N:34]([CH3:52])[C:35]1([C:45]2[CH:50]=[CH:49][CH:48]=[C:47]([F:51])[CH:46]=2)[CH2:40][CH2:39][C:38](=[CH:41][C:42](O)=[O:43])[CH2:37][CH2:36]1.[OH-].[Na+], predict the reaction product. The product is: [CH3:52][N:34]([CH3:33])[C:35]1([C:45]2[CH:50]=[CH:49][CH:48]=[C:47]([F:51])[CH:46]=2)[CH2:40][CH2:39][C:38](=[CH:41][C:42]([NH:10][CH2:9][CH2:8][CH2:7][C:1]2[CH:6]=[CH:5][CH:4]=[CH:3][CH:2]=2)=[O:43])[CH2:37][CH2:36]1.